Dataset: Peptide-MHC class II binding affinity with 134,281 pairs from IEDB. Task: Regression. Given a peptide amino acid sequence and an MHC pseudo amino acid sequence, predict their binding affinity value. This is MHC class II binding data. (1) The peptide sequence is TGLWPFIRINNLKVK. The MHC is DRB1_0301 with pseudo-sequence DRB1_0301. The binding affinity (normalized) is 0.465. (2) The peptide sequence is VDFSVCYSKSLRDLV. The binding affinity (normalized) is 0.728. The MHC is DRB1_0101 with pseudo-sequence DRB1_0101. (3) The peptide sequence is NVTENFNMWKNNMVEQMH. The MHC is DRB1_1602 with pseudo-sequence DRB1_1602. The binding affinity (normalized) is 0.917. (4) The peptide sequence is AFILDGDNLFPAV. The MHC is HLA-DQA10501-DQB10201 with pseudo-sequence HLA-DQA10501-DQB10201. The binding affinity (normalized) is 0.702. (5) The peptide sequence is MAVHQYTVALFLAVA. The MHC is HLA-DPA10201-DPB10501 with pseudo-sequence HLA-DPA10201-DPB10501. The binding affinity (normalized) is 0.644.